Dataset: Forward reaction prediction with 1.9M reactions from USPTO patents (1976-2016). Task: Predict the product of the given reaction. (1) Given the reactants [C:1]([C:6]1[CH:7]=[N:8][C:9]2[C:14]([C:15]=1O)=[CH:13][CH:12]=[CH:11][C:10]=2[Br:17])([O:3][CH2:4][CH3:5])=[O:2].P(Cl)(Cl)(Cl)=O.C(O)(=O)C.C(OCC)(=O)C, predict the reaction product. The product is: [C:1]([C:6]1[CH:7]=[N:8][C:9]2[C:14]([CH:15]=1)=[CH:13][CH:12]=[CH:11][C:10]=2[Br:17])([O:3][CH2:4][CH3:5])=[O:2]. (2) Given the reactants Cl.Cl.[F:3][C:4]1[CH:9]=[C:8]([F:10])[CH:7]=[CH:6][C:5]=1[N:11]1[CH2:16][CH2:15][NH:14][CH2:13][CH2:12]1.Cl[CH2:18][C:19]1[CH:24]=[CH:23][C:22]([CH:25]([NH:27][C:28](=[O:30])[CH3:29])[CH3:26])=[CH:21][CH:20]=1, predict the reaction product. The product is: [F:3][C:4]1[CH:9]=[C:8]([F:10])[CH:7]=[CH:6][C:5]=1[N:11]1[CH2:12][CH2:13][N:14]([CH2:18][C:19]2[CH:20]=[CH:21][C:22]([CH:25]([NH:27][C:28](=[O:30])[CH3:29])[CH3:26])=[CH:23][CH:24]=2)[CH2:15][CH2:16]1.